This data is from Catalyst prediction with 721,799 reactions and 888 catalyst types from USPTO. The task is: Predict which catalyst facilitates the given reaction. (1) Reactant: [N:1]1[CH:6]=[CH:5][CH:4]=[CH:3][C:2]=1[CH:7]=[O:8].[Cl:9][C:10]1[C:15]([C:16]#[N:17])=[C:14]([C:18]([F:21])([F:20])[F:19])[CH:13]=[C:12]([NH:22][CH2:23][CH:24](O)[CH2:25][CH3:26])[N:11]=1.C1(C)C=CC(S(O)(=O)=O)=CC=1. Product: [Cl:9][C:10]1[C:15]([C:16]#[N:17])=[C:14]([C:18]([F:20])([F:21])[F:19])[CH:13]=[C:12]([N:22]2[CH2:23][CH:24]([CH2:25][CH3:26])[O:8][CH:7]2[C:2]2[CH:3]=[CH:4][CH:5]=[CH:6][N:1]=2)[N:11]=1. The catalyst class is: 11. (2) Reactant: Cl[SiH:2]1[N:6]([C:7]([CH3:10])([CH3:9])[CH3:8])[CH:5]=[CH:4][N:3]1[C:11]([CH3:14])([CH3:13])[CH3:12].[CH:15]([NH2:18])([CH3:17])[CH3:16]. Product: [C:11]([N:3]1[CH:4]=[CH:5][N:6]([C:7]([CH3:10])([CH3:9])[CH3:8])[SiH:2]1[NH:18][CH:15]([CH3:17])[CH3:16])([CH3:14])([CH3:13])[CH3:12]. The catalyst class is: 81. (3) Product: [ClH:23].[F:1][C:2]1[N:7]=[C:6]([N:8]2[CH2:13][CH2:12][NH:11][CH2:10][CH2:9]2)[CH:5]=[C:4]([CH3:21])[CH:3]=1. Reactant: [F:1][C:2]1[N:7]=[C:6]([N:8]2[CH2:13][CH2:12][N:11](C(OC(C)(C)C)=O)[CH2:10][CH2:9]2)[CH:5]=[C:4]([CH3:21])[CH:3]=1.C(Cl)[Cl:23]. The catalyst class is: 55. (4) Product: [N:10]12[CH2:17][CH2:16][CH:13]([C:12]3[NH:4][C:3]4[CH:5]=[CH:6][CH:7]=[CH:8][C:2]=4[C:11]=31)[CH2:14][CH2:15]2. Reactant: I[C:2]1[CH:8]=[CH:7][CH:6]=[CH:5][C:3]=1[NH2:4].Cl.[N:10]12[CH2:17][CH2:16][CH:13]([CH2:14][CH2:15]1)[C:12](=O)[CH2:11]2.N12CCN(CC1)CC2.S([O-])([O-])(=O)=O.[Mg+2]. The catalyst class is: 613. (5) Reactant: [OH-].[Na+].C[O:4][C:5](=[O:37])[CH2:6][CH2:7][C:8]1[CH:13]=[CH:12][C:11]([S:14][CH2:15][CH2:16][CH:17]([O:19][C:20]2[CH:25]=[CH:24][C:23]([CH2:26][CH3:27])=[CH:22][C:21]=2[C:28](=[O:35])[C:29]2[CH:34]=[CH:33][CH:32]=[CH:31][CH:30]=2)[CH3:18])=[CH:10][C:9]=1[CH3:36].Cl. Product: [C:28]([C:21]1[CH:22]=[C:23]([CH2:26][CH3:27])[CH:24]=[CH:25][C:20]=1[O:19][CH:17]([CH3:18])[CH2:16][CH2:15][S:14][C:11]1[CH:12]=[CH:13][C:8]([CH2:7][CH2:6][C:5]([OH:37])=[O:4])=[C:9]([CH3:36])[CH:10]=1)(=[O:35])[C:29]1[CH:30]=[CH:31][CH:32]=[CH:33][CH:34]=1. The catalyst class is: 5. (6) Reactant: [CH2:1]([O:4][C:5]1([CH3:35])[CH2:10][CH2:9][N:8]([C:11]2[N:16]3[N:17]=[C:18]([C:20](O)=[O:21])[CH:19]=[C:15]3[N:14]=[C:13]([CH3:23])[C:12]=2[C@H:24]([O:30][C:31]([CH3:34])([CH3:33])[CH3:32])[C:25]([O:27][CH2:28][CH3:29])=[O:26])[CH2:7][CH2:6]1)[CH:2]=[CH2:3].C(Cl)(=O)C(Cl)=O.[NH2:42][CH2:43][C:44](=[O:53])[CH2:45][C:46]1[CH:51]=[CH:50][CH:49]=[CH:48][C:47]=1[Br:52].Cl.CCN(C(C)C)C(C)C. Product: [CH2:1]([O:4][C:5]1([CH3:35])[CH2:6][CH2:7][N:8]([C:11]2[N:16]3[N:17]=[C:18]([C:20](=[O:21])[NH:42][CH2:43][C:44](=[O:53])[CH2:45][C:46]4[CH:51]=[CH:50][CH:49]=[CH:48][C:47]=4[Br:52])[CH:19]=[C:15]3[N:14]=[C:13]([CH3:23])[C:12]=2[C@H:24]([O:30][C:31]([CH3:33])([CH3:34])[CH3:32])[C:25]([O:27][CH2:28][CH3:29])=[O:26])[CH2:9][CH2:10]1)[CH:2]=[CH2:3]. The catalyst class is: 34. (7) Reactant: C([O:3][C:4]([CH:6]1[CH:11]2[CH:7]1[CH2:8][N:9]([CH:12]1[CH2:30][CH2:29][C:14]3([C:20]4[CH:21]=[CH:22][CH:23]=[CH:24][C:19]=4[CH2:18][C:17]4[CH:25]=[CH:26][CH:27]=[CH:28][C:16]=4[CH2:15]3)[CH2:13]1)[CH2:10]2)=[O:5])C.[Li+].[OH-]. Product: [CH:28]1[C:16]2[CH2:15][C:14]3([CH2:29][CH2:30][CH:12]([N:9]4[CH2:10][CH:11]5[CH:7]([CH:6]5[C:4]([OH:5])=[O:3])[CH2:8]4)[CH2:13]3)[C:20]3[CH:21]=[CH:22][CH:23]=[CH:24][C:19]=3[CH2:18][C:17]=2[CH:25]=[CH:26][CH:27]=1. The catalyst class is: 24.